Dataset: NCI-60 drug combinations with 297,098 pairs across 59 cell lines. Task: Regression. Given two drug SMILES strings and cell line genomic features, predict the synergy score measuring deviation from expected non-interaction effect. (1) Drug 1: C1=CC(=C2C(=C1NCCNCCO)C(=O)C3=C(C=CC(=C3C2=O)O)O)NCCNCCO. Drug 2: CC1=C2C(C(=O)C3(C(CC4C(C3C(C(C2(C)C)(CC1OC(=O)C(C(C5=CC=CC=C5)NC(=O)OC(C)(C)C)O)O)OC(=O)C6=CC=CC=C6)(CO4)OC(=O)C)O)C)O. Cell line: SK-MEL-5. Synergy scores: CSS=32.5, Synergy_ZIP=-14.6, Synergy_Bliss=-8.26, Synergy_Loewe=-11.2, Synergy_HSA=-5.03. (2) Drug 1: CC=C1C(=O)NC(C(=O)OC2CC(=O)NC(C(=O)NC(CSSCCC=C2)C(=O)N1)C(C)C)C(C)C. Drug 2: C1=CC=C(C=C1)NC(=O)CCCCCCC(=O)NO. Cell line: ACHN. Synergy scores: CSS=61.7, Synergy_ZIP=-3.74, Synergy_Bliss=-3.47, Synergy_Loewe=-24.8, Synergy_HSA=-1.58. (3) Drug 1: C(=O)(N)NO. Drug 2: CN1C2=C(C=C(C=C2)N(CCCl)CCCl)N=C1CCCC(=O)O.Cl. Cell line: A498. Synergy scores: CSS=1.18, Synergy_ZIP=-2.44, Synergy_Bliss=-3.77, Synergy_Loewe=-1.70, Synergy_HSA=-3.29. (4) Synergy scores: CSS=-1.42, Synergy_ZIP=-0.454, Synergy_Bliss=-0.0322, Synergy_Loewe=-1.11, Synergy_HSA=-2.59. Cell line: NCI/ADR-RES. Drug 2: C(=O)(N)NO. Drug 1: C1=CN(C=N1)CC(O)(P(=O)(O)O)P(=O)(O)O. (5) Drug 1: CCC1(CC2CC(C3=C(CCN(C2)C1)C4=CC=CC=C4N3)(C5=C(C=C6C(=C5)C78CCN9C7C(C=CC9)(C(C(C8N6C)(C(=O)OC)O)OC(=O)C)CC)OC)C(=O)OC)O.OS(=O)(=O)O. Drug 2: CCCCCOC(=O)NC1=NC(=O)N(C=C1F)C2C(C(C(O2)C)O)O. Cell line: NCI/ADR-RES. Synergy scores: CSS=-3.88, Synergy_ZIP=2.42, Synergy_Bliss=3.74, Synergy_Loewe=-3.62, Synergy_HSA=-2.59. (6) Drug 1: CCCS(=O)(=O)NC1=C(C(=C(C=C1)F)C(=O)C2=CNC3=C2C=C(C=N3)C4=CC=C(C=C4)Cl)F. Drug 2: CCC1=C2CN3C(=CC4=C(C3=O)COC(=O)C4(CC)O)C2=NC5=C1C=C(C=C5)O. Cell line: OVCAR-5. Synergy scores: CSS=13.6, Synergy_ZIP=-0.126, Synergy_Bliss=7.89, Synergy_Loewe=-24.8, Synergy_HSA=2.73. (7) Drug 1: C1CC(C1)(C(=O)O)C(=O)O.[NH2-].[NH2-].[Pt+2]. Drug 2: CS(=O)(=O)OCCCCOS(=O)(=O)C. Cell line: HOP-62. Synergy scores: CSS=12.9, Synergy_ZIP=-3.19, Synergy_Bliss=-2.28, Synergy_Loewe=-3.28, Synergy_HSA=-3.28.